This data is from Experimentally validated miRNA-target interactions with 360,000+ pairs, plus equal number of negative samples. The task is: Binary Classification. Given a miRNA mature sequence and a target amino acid sequence, predict their likelihood of interaction. (1) The protein sequence of the target gene is MEAARCAPGPRGDSAFDDETLRLRQLKLDNQRALLEKKQRKKRLEPLMVQPNPEARLRRLKPRGSEEHTPLVDPQMPRSDVILHGIDGPAAFLKPEAQDLESKPQVLSVGSPAPEEGTEGSADGESPEETAPKPDLQEILQKHGILSSVNYDEEPDKEEDEGGNLSSPSARSEESAAASQKAASETGASGVTAQQGDAQLGEVENLEDFAYSPAPRGVTVKCKVTRDKKGMDRGLFPTYYMHLEREENRKIFLLAGRKRKKSKTSNYLVSTDPTDLSREGESYIGKLRSNLMGTKFTVYD.... Result: 1 (interaction). The miRNA is mmu-miR-181d-5p with sequence AACAUUCAUUGUUGUCGGUGGGU. (2) The miRNA is hsa-miR-3713 with sequence GGUAUCCGUUUGGGGAUGGU. The protein sequence of the target gene is MPAESGKRFKPSKYVPVSAAAIFLVGATTLFFAFTCPGLSLYVSPAVPIYNAIMFLFVLANFSMATFMDPGIFPRAEEDEDKEDDFRAPLYKTVEIKGIQVRMKWCATCRFYRPPRCSHCSVCDNCVEEFDHHCPWVNNCIGRRNYRYFFLFLLSLTAHIMGVFGFGLLYVLYHIEELSGVRTAVTMAVMCVAGLFFIPVAGLTGFHVVLVARGRTTNEQVTGKFRGGVNPFTNGCCNNVSRVLCSSPAPRYLGRPKKEKTIVIRPPFLRPEVSDGQITVKIMDNGIQGELRRTKSKGSL.... Result: 1 (interaction). (3) The miRNA is mmu-miR-291a-3p with sequence AAAGUGCUUCCACUUUGUGUGC. The protein sequence of the target gene is MASEVVCGLIFRLLLPICLAVACAFRYNGLSFVYLIYLLLIPLFSEPTKATMQGHTGRLLQSLCITSLSFLLLHIIFHITLASLEAQHRITPAYNCSTWEKTFRQIGFESLKGADAGNGIRVFVPDIGMFIASLTIWLVCRTIVKKPDTEEIAQLNSECENEELAGGEKMDSEEALIYEEDLDGEEGMEGELEESTKLKILRRFASVASKLKEFIGNMITTAGKVVVTILLGSSGMMLPSLTSAVYFFVFLGLCTWWSWCRTFDPLLFGCLCVLLAIFTAGHLIGLYLYQFQFFQEAVPP.... Result: 0 (no interaction). (4) The miRNA is cfa-miR-208b with sequence AUAAGACGAACAAAAGGUUUGU. The protein sequence of the target gene is MGRKEEEDCSSWKKQTTNIRKTFIFMEVLGSGAFSEVFLVKQRVTGKLFALKCIKKSPAFRDSSLENEIAVLKRIKHENIVTLEDIYESTTHYYLVMQLVSGGELFDRILERGVYTEKDASLVIQQVLSAVKYLHENGIVHRDLKPENLLYLTPEENSKIMITDFGLSKMEQNGVMSTACGTPGYVAPEVLAQKPYSKAVDCWSIGVITYILLCGYPPFYEETESKLFEKIKEGYYEFESPFWDDISESAKDFICHLLEKDPNERYTCEKALRHPWIDGNTALHRDIYPSVSLQIQKNFA.... Result: 0 (no interaction).